From a dataset of Forward reaction prediction with 1.9M reactions from USPTO patents (1976-2016). Predict the product of the given reaction. (1) Given the reactants [CH2:1]([O:8][C:9]([N:11]1[CH:15]([C:16](O)=[O:17])[CH2:14][O:13][CH:12]1[C:19]1[CH:24]=[CH:23][N:22]=[CH:21][CH:20]=1)=[O:10])[C:2]1[CH:7]=[CH:6][CH:5]=[CH:4][CH:3]=1.CN(C(ON1N=NC2C=CC=NC1=2)=[N+](C)C)C.F[P-](F)(F)(F)(F)F.CCN(C(C)C)C(C)C.[NH2:58][C:59]1[S:60][CH:61]=[C:62]([C:64]2[CH:75]=[CH:74][C:67]([C:68]([NH:70][CH:71]3[CH2:73][CH2:72]3)=[O:69])=[CH:66][CH:65]=2)[N:63]=1, predict the reaction product. The product is: [CH2:1]([O:8][C:9]([N:11]1[CH:15]([C:16](=[O:17])[NH:58][C:59]2[S:60][CH:61]=[C:62]([C:64]3[CH:65]=[CH:66][C:67]([C:68](=[O:69])[NH:70][CH:71]4[CH2:73][CH2:72]4)=[CH:74][CH:75]=3)[N:63]=2)[CH2:14][O:13][C@H:12]1[C:19]1[CH:24]=[CH:23][N:22]=[CH:21][CH:20]=1)=[O:10])[C:2]1[CH:3]=[CH:4][CH:5]=[CH:6][CH:7]=1. (2) Given the reactants [F:1][C:2]1[N:10]=[C:9]2[C:5]([NH:6][C:7]([CH2:11][C:12]3[C:20]([I:21])=[CH:19][C:15]4[O:16][CH2:17][O:18][C:14]=4[CH:13]=3)=[N:8]2)=[C:4]([NH2:22])[N:3]=1.C([O-])([O-])=O.[Cs+].[Cs+].Br[CH2:30][CH2:31][CH2:32]Br, predict the reaction product. The product is: [F:1][C:2]1[N:10]=[C:9]2[C:5]([N:6]=[C:7]([CH2:11][C:12]3[C:20]([I:21])=[CH:19][C:15]4[O:16][CH2:17][O:18][C:14]=4[CH:13]=3)[N:8]2[CH2:30][CH2:31][CH2:32][NH:6][CH:5]([CH3:9])[CH3:4])=[C:4]([NH2:22])[N:3]=1.